This data is from Catalyst prediction with 721,799 reactions and 888 catalyst types from USPTO. The task is: Predict which catalyst facilitates the given reaction. Reactant: [Cl:1][C:2]1[C:7]([Cl:8])=[C:6]([S:9](=[O:19])(=[O:18])[NH:10][C@@H:11]([CH2:16][CH3:17])[C:12]([F:15])([F:14])[F:13])[CH:5]=[CH:4][C:3]=1[C:20]1[S:24][C:23]([C:25]2[O:29][C:28]([CH2:30][C:31]([CH3:37])([CH3:36])[C:32]([O:34][CH3:35])=[O:33])=[N:27][N:26]=2)=[N:22][C:21]=1[CH2:38][OH:39].CC1(C)N([O])C(C)(C)CCC1.C(O)(=[O:53])C.C(O)(=O)C.IC1C=CC=CC=1.CCOC(C)=O. Product: [Cl:1][C:2]1[C:7]([Cl:8])=[C:6]([S:9](=[O:18])(=[O:19])[NH:10][C@@H:11]([CH2:16][CH3:17])[C:12]([F:14])([F:13])[F:15])[CH:5]=[CH:4][C:3]=1[C:20]1[S:24][C:23]([C:25]2[O:29][C:28]([CH2:30][C:31]([CH3:36])([CH3:37])[C:32]([O:34][CH3:35])=[O:33])=[N:27][N:26]=2)=[N:22][C:21]=1[C:38]([OH:53])=[O:39]. The catalyst class is: 192.